This data is from Forward reaction prediction with 1.9M reactions from USPTO patents (1976-2016). The task is: Predict the product of the given reaction. (1) Given the reactants [C:1]([O:5][C:6]([N:8]1[CH2:12][CH2:11][CH2:10][C@H:9]1[CH2:13][O:14][C:15]1[CH:20]=[CH:19][C:18]([CH:21](O)[C:22]2[CH:27]=[CH:26][CH:25]=[CH:24][CH:23]=2)=[CH:17][N:16]=1)=[O:7])([CH3:4])([CH3:3])[CH3:2].[OH-].[Na+].CCOC(C)=O, predict the reaction product. The product is: [C:1]([O:5][C:6]([N:8]1[CH2:12][CH2:11][CH2:10][C@H:9]1[CH2:13][O:14][C:15]1[CH:20]=[CH:19][C:18]([CH2:21][C:22]2[CH:23]=[CH:24][CH:25]=[CH:26][CH:27]=2)=[CH:17][N:16]=1)=[O:7])([CH3:4])([CH3:2])[CH3:3]. (2) Given the reactants [F:1][C:2]1[CH:7]=[CH:6][C:5]([N:8]2[C:16]3[C:11](=[CH:12][C:13]([CH2:20][C:21]([CH3:27])([CH3:26])[C:22]([O:24]C)=[O:23])=[C:14]([CH:17]([CH3:19])[CH3:18])[CH:15]=3)[CH:10]=[N:9]2)=[CH:4][CH:3]=1.Cl, predict the reaction product. The product is: [F:1][C:2]1[CH:3]=[CH:4][C:5]([N:8]2[C:16]3[C:11](=[CH:12][C:13]([CH2:20][C:21]([CH3:27])([CH3:26])[C:22]([OH:24])=[O:23])=[C:14]([CH:17]([CH3:19])[CH3:18])[CH:15]=3)[CH:10]=[N:9]2)=[CH:6][CH:7]=1. (3) Given the reactants I[C:2]1[N:3]=[C:4]([NH2:20])[C:5]2[N:6]=[CH:7][N:8]([C:18]=2[N:19]=1)[C@@H:9]1[O:17][C@H:14]([CH2:15][OH:16])[C@@H:12]([OH:13])[C@H:10]1[OH:11].C(N(CC)CC)C.[CH2:28]([CH:31]1[CH2:36][CH2:35][N:34]([C:37]([O:39][C:40]2[CH:45]=[CH:44][CH:43]=[CH:42][C:41]=2[Cl:46])=[O:38])[CH2:33][CH2:32]1)[C:29]#[CH:30], predict the reaction product. The product is: [Cl:46][C:41]1[CH:42]=[CH:43][CH:44]=[CH:45][C:40]=1[O:39][C:37]([N:34]1[CH2:33][CH2:32][CH:31]([CH2:28][C:29]#[C:30][C:2]2[N:3]=[C:4]([NH2:20])[C:5]3[N:6]=[CH:7][N:8]([C:18]=3[N:19]=2)[C@@H:9]2[O:17][C@H:14]([CH2:15][OH:16])[C@@H:12]([OH:13])[C@H:10]2[OH:11])[CH2:36][CH2:35]1)=[O:38]. (4) The product is: [F:44][C:2]([F:1])([F:43])[C:3]1[CH:4]=[C:5]([C@H:13]2[O:17][C:16](=[O:18])[N:15]([CH2:19][C:20]3[CH:25]=[C:24]([C:26]([F:28])([F:29])[F:27])[CH:23]=[CH:22][C:21]=3[C:30]3[CH:35]=[C:34]([C:36]([CH3:38])=[CH2:37])[C:33]([F:39])=[CH:32][C:31]=3[OH:40])[C@H:14]2[CH3:42])[CH:6]=[C:7]([C:9]([F:12])([F:11])[F:10])[CH:8]=1. Given the reactants [F:1][C:2]([F:44])([F:43])[C:3]1[CH:4]=[C:5]([C@H:13]2[O:17][C:16](=[O:18])[N:15]([CH2:19][C:20]3[CH:25]=[C:24]([C:26]([F:29])([F:28])[F:27])[CH:23]=[CH:22][C:21]=3[C:30]3[CH:35]=[C:34]([C:36]([CH3:38])=[CH2:37])[C:33]([F:39])=[CH:32][C:31]=3[O:40]C)[C@H:14]2[CH3:42])[CH:6]=[C:7]([C:9]([F:12])([F:11])[F:10])[CH:8]=1.[Cl-].[Li+].[OH-].[Na+], predict the reaction product. (5) Given the reactants [Cl:1][C:2]1[N:3]=[CH:4][N:5]([C:7]2[CH:12]=[C:11]([O:13]C)[N:10]=[C:9]([C:15]([O-:17])=[O:16])[CH:8]=2)[CH:6]=1.Cl, predict the reaction product. The product is: [ClH:1].[Cl:1][C:2]1[N:3]=[CH:4][N:5]([C:7]2[CH:8]=[C:9]([C:15]([OH:17])=[O:16])[NH:10][C:11](=[O:13])[CH:12]=2)[CH:6]=1. (6) Given the reactants C([O:3][C:4]([C:6]1[CH:10]=[C:9]([C:11]2[CH:16]=[CH:15][CH:14]=[CH:13][CH:12]=2)[NH:8][N:7]=1)=[O:5])C.CO.O.O[Li].O, predict the reaction product. The product is: [C:11]1([C:9]2[NH:8][N:7]=[C:6]([C:4]([OH:5])=[O:3])[CH:10]=2)[CH:12]=[CH:13][CH:14]=[CH:15][CH:16]=1. (7) Given the reactants C(OC(=O)[NH:5][C:6]1[C:15]([Cl:16])=[CH:14][C:13]2[C:8](=[CH:9][CH:10]=[CH:11][CH:12]=2)[C:7]=1[F:17])C.O[Li].O, predict the reaction product. The product is: [F:17][C:7]1[C:8]2[C:13](=[CH:12][CH:11]=[CH:10][CH:9]=2)[CH:14]=[C:15]([Cl:16])[C:6]=1[NH2:5]. (8) Given the reactants Cl.Cl.[CH2:3]([CH:6]1[C:11]2[N:12]=[CH:13][NH:14][C:10]=2[CH2:9][CH2:8][NH:7]1)[CH2:4][CH3:5].C([O-])([O-])=O.[K+].[K+].Cl[C:22]([O:24][CH2:25][CH2:26][O:27][CH3:28])=[O:23].Cl, predict the reaction product. The product is: [CH2:3]([CH:6]1[C:11]2[N:12]=[CH:13][NH:14][C:10]=2[CH2:9][CH2:8][N:7]1[C:22]([O:24][CH2:25][CH2:26][O:27][CH3:28])=[O:23])[CH2:4][CH3:5].